From a dataset of Full USPTO retrosynthesis dataset with 1.9M reactions from patents (1976-2016). Predict the reactants needed to synthesize the given product. (1) Given the product [OH:37][CH:36]([CH3:38])[CH:35]([CH3:34])[O:1][C:2]1[CH:3]=[N:4][C:5]([C:8]2[CH:9]=[C:10]([CH:25]=[CH:26][CH:27]=2)[CH2:11][C:12]2[C:17](=[O:18])[CH:16]=[CH:15][N:14]([C:19]3[CH:20]=[N:21][N:22]([CH3:24])[CH:23]=3)[N:13]=2)=[N:6][CH:7]=1, predict the reactants needed to synthesize it. The reactants are: [OH:1][C:2]1[CH:3]=[N:4][C:5]([C:8]2[CH:9]=[C:10]([CH:25]=[CH:26][CH:27]=2)[CH2:11][C:12]2[C:17](=[O:18])[CH:16]=[CH:15][N:14]([C:19]3[CH:20]=[N:21][N:22]([CH3:24])[CH:23]=3)[N:13]=2)=[N:6][CH:7]=1.C([O-])([O-])=O.[K+].[K+].[CH3:34][C@H:35]1[O:37][C@H:36]1[CH3:38]. (2) Given the product [NH2:4][C:5]1[N:10]=[CH:9][N:8]=[C:7]2[N:11]([CH:22]([C:24]3[O:25][C:26](=[O:46])[C:27]4[C:32]([C:33]=3[C:34]3[CH:39]=[CH:38][CH:37]=[C:36]([CH2:40][CH2:41][CH2:42][N:43]([CH3:44])[CH3:45])[CH:35]=3)=[CH:31][CH:30]=[CH:29][CH:28]=4)[CH3:23])[N:12]=[C:13]([C:14]3[CH:19]=[C:18]([OH:20])[CH:17]=[C:16]([F:21])[CH:15]=3)[C:6]=12, predict the reactants needed to synthesize it. The reactants are: C(O)=O.[NH2:4][C:5]1[N:10]=[CH:9][N:8]=[C:7]2[N:11]([CH:22]([C:24]3[O:25][C:26](=[O:46])[C:27]4[C:32]([C:33]=3[C:34]3[CH:39]=[CH:38][CH:37]=[C:36]([CH2:40][CH2:41][CH2:42][N:43]([CH3:45])[CH3:44])[CH:35]=3)=[CH:31][CH:30]=[CH:29][CH:28]=4)[CH3:23])[N:12]=[C:13]([C:14]3[CH:19]=[C:18]([OH:20])[CH:17]=[C:16]([F:21])[CH:15]=3)[C:6]=12.C(O)C.CO. (3) Given the product [Cl:26][C:24]1[CH:23]=[CH:22][C:21]([F:27])=[C:20]([C:18]2[CH2:17][N:16]([C:28](=[O:40])[C:29]([CH3:31])([CH3:30])[NH2:32])[CH:15]([C:11]3[CH:12]=[CH:13][CH:14]=[C:9]([OH:8])[CH:10]=3)[CH:19]=2)[CH:25]=1, predict the reactants needed to synthesize it. The reactants are: [Si]([O:8][C:9]1[CH:10]=[C:11]([CH:15]2[CH:19]=[C:18]([C:20]3[CH:25]=[C:24]([Cl:26])[CH:23]=[CH:22][C:21]=3[F:27])[CH2:17][N:16]2[C:28](=[O:40])[C:29]([NH:32]C(=O)OC(C)(C)C)([CH3:31])[CH3:30])[CH:12]=[CH:13][CH:14]=1)(C(C)(C)C)(C)C.FC(F)(F)C(O)=O.C(=O)([O-])[O-].[K+].[K+].O.